This data is from Full USPTO retrosynthesis dataset with 1.9M reactions from patents (1976-2016). The task is: Predict the reactants needed to synthesize the given product. (1) Given the product [Cl:40][CH:41]([Cl:45])[C:42]([NH:1][CH:2]([C:3]([N:5]1[CH2:10][CH2:9][C:8]([C:31]2[CH:36]=[CH:35][CH:34]=[C:33]([F:37])[CH:32]=2)([CH2:11][CH2:12][N:13]2[CH:18]3[CH2:19][CH2:20][CH:14]2[CH2:15][CH:16]([N:21]2[C:25]4[CH:26]=[CH:27][CH:28]=[CH:29][C:24]=4[N:23]=[C:22]2[CH3:30])[CH2:17]3)[CH2:7][CH2:6]1)=[O:4])[CH2:38][CH3:39])=[O:43], predict the reactants needed to synthesize it. The reactants are: [NH2:1][CH:2]([CH2:38][CH3:39])[C:3]([N:5]1[CH2:10][CH2:9][C:8]([C:31]2[CH:36]=[CH:35][CH:34]=[C:33]([F:37])[CH:32]=2)([CH2:11][CH2:12][N:13]2[CH:18]3[CH2:19][CH2:20][CH:14]2[CH2:15][CH:16]([N:21]2[C:25]4[CH:26]=[CH:27][CH:28]=[CH:29][C:24]=4[N:23]=[C:22]2[CH3:30])[CH2:17]3)[CH2:7][CH2:6]1)=[O:4].[Cl:40][CH:41]([Cl:45])[C:42](Cl)=[O:43].CCN(C(C)C)C(C)C. (2) Given the product [CH2:1]([O:8][C:9]1[C:13]([CH:14]([OH:15])[C:25]2[CH:26]=[CH:27][C:22]([O:21][CH3:20])=[CH:23][CH:24]=2)=[C:12]([Br:16])[N:11]([CH:17]([CH3:19])[CH3:18])[N:10]=1)[C:2]1[CH:3]=[CH:4][CH:5]=[CH:6][CH:7]=1, predict the reactants needed to synthesize it. The reactants are: [CH2:1]([O:8][C:9]1[C:13]([CH:14]=[O:15])=[C:12]([Br:16])[N:11]([CH:17]([CH3:19])[CH3:18])[N:10]=1)[C:2]1[CH:7]=[CH:6][CH:5]=[CH:4][CH:3]=1.[CH3:20][O:21][C:22]1[CH:27]=[CH:26][C:25]([Mg]Br)=[CH:24][CH:23]=1.[Cl-].[NH4+]. (3) Given the product [CH2:1]1[C:11]2=[C:12]3[C:7](=[CH:8][CH:9]=[CH:10]2)[C:6]([NH:13][CH2:29][C:28]2[CH:31]=[CH:32][C:25]([C:21]([CH3:24])([CH3:23])[CH3:22])=[CH:26][CH:27]=2)=[CH:5][CH:4]=[C:3]3[CH2:2]1, predict the reactants needed to synthesize it. The reactants are: [CH2:1]1[C:11]2=[C:12]3[C:7](=[CH:8][CH:9]=[CH:10]2)[C:6]([NH2:13])=[CH:5][CH:4]=[C:3]3[CH2:2]1.C(N(CC)CC)C.[C:21]([C:25]1[CH:32]=[CH:31][C:28]([CH2:29]Br)=[CH:27][CH:26]=1)([CH3:24])([CH3:23])[CH3:22]. (4) Given the product [ClH:9].[C:20]1([C:13]2[C:14]3[C:19](=[CH:18][CH:17]=[CH:16][CH:15]=3)[C:10]([NH:1][C:2]3[CH:7]=[CH:6][C:5]([OH:8])=[CH:4][CH:3]=3)=[N:11][N:12]=2)[CH:21]=[CH:22][CH:23]=[CH:24][CH:25]=1, predict the reactants needed to synthesize it. The reactants are: [NH2:1][C:2]1[CH:7]=[CH:6][C:5]([OH:8])=[CH:4][CH:3]=1.[Cl:9][C:10]1[C:19]2[C:14](=[CH:15][CH:16]=[CH:17][CH:18]=2)[C:13]([C:20]2[CH:25]=[CH:24][CH:23]=[CH:22][CH:21]=2)=[N:12][N:11]=1.CCOCC. (5) Given the product [CH3:27][C:24]1[S:23][C:22]([NH:21][C:2]2[N:7]=[C:6]([S:8][C:9]3[CH:14]=[CH:13][C:12]([NH:15][C:16]([CH:18]4[CH2:20][CH2:19]4)=[O:17])=[CH:11][CH:10]=3)[CH:5]=[N:4][CH:3]=2)=[N:26][CH:25]=1, predict the reactants needed to synthesize it. The reactants are: Cl[C:2]1[N:7]=[C:6]([S:8][C:9]2[CH:14]=[CH:13][C:12]([NH:15][C:16]([CH:18]3[CH2:20][CH2:19]3)=[O:17])=[CH:11][CH:10]=2)[CH:5]=[N:4][CH:3]=1.[NH2:21][C:22]1[S:23][C:24]([CH3:27])=[CH:25][N:26]=1.C1(P(C2C=CC=CC=2)C2C3OC4C(=CC=CC=4P(C4C=CC=CC=4)C4C=CC=CC=4)C(C)(C)C=3C=CC=2)C=CC=CC=1.C(=O)([O-])[O-].[Na+].[Na+]. (6) Given the product [CH:4]([N:17]1[CH2:20][C:19]([CH3:1])([OH:21])[CH2:18]1)([C:11]1[CH:16]=[CH:15][CH:14]=[CH:13][CH:12]=1)[C:5]1[CH:6]=[CH:7][CH:8]=[CH:9][CH:10]=1, predict the reactants needed to synthesize it. The reactants are: [CH3:1][Mg]Br.[CH:4]([N:17]1[CH2:20][C:19](=[O:21])[CH2:18]1)([C:11]1[CH:16]=[CH:15][CH:14]=[CH:13][CH:12]=1)[C:5]1[CH:10]=[CH:9][CH:8]=[CH:7][CH:6]=1.